Dataset: HIV replication inhibition screening data with 41,000+ compounds from the AIDS Antiviral Screen. Task: Binary Classification. Given a drug SMILES string, predict its activity (active/inactive) in a high-throughput screening assay against a specified biological target. (1) The compound is Cc1ccc(Nc2nc(O)nc(O)n2)cc1N. The result is 0 (inactive). (2) The drug is N#CCCN(CCC#N)c1ccc(C=C(NC(=O)c2cc([N+](=O)[O-])ccc2Cl)C(=O)Nc2ccccc2)cc1. The result is 0 (inactive). (3) The compound is CCOC(=O)C(=O)C(=CN1C(=O)CC(=O)NC1=S)C(=O)OCC. The result is 0 (inactive). (4) The compound is Oc1nc(Nc2cccc(Cl)c2)nc2[nH]cnc12. The result is 0 (inactive). (5) The molecule is O=c1c2cc3ccccc3n2c(=O)c2cc3ccccc3n12. The result is 0 (inactive). (6) The drug is COc1cc(C2c3cc4c(cc3OC(NN)C2C)OCO4)cc(OC)c1OC. The result is 0 (inactive). (7) The drug is C=CCN(CC=C)CC(C(C)=O)C(c1ccccc1)c1c(O)c2ccccc2oc1=O.Cl. The result is 0 (inactive). (8) The drug is CCOC(=O)c1cc2c3c(cc(OC)c2[nH]1)N(C(=O)OCC)CC3. The result is 0 (inactive). (9) The drug is Clc1cccc2c(N3CC3)cnnc12. The result is 0 (inactive). (10) The compound is COc1ccc(N=Nc2c(C)c(C#N)c(=S)n(C3OC(COC(C)=O)C(OC(C)=O)C(OC(C)=O)C3OC(C)=O)c2-c2ccccc2)cc1. The result is 0 (inactive).